Predict the reactants needed to synthesize the given product. From a dataset of Full USPTO retrosynthesis dataset with 1.9M reactions from patents (1976-2016). (1) Given the product [Cl:17][C:8]1[NH:7][C:6]([C:9]([O:11][CH2:12][CH3:13])=[O:10])=[CH:5][C:4]=1[N+:1]([O-:3])=[O:2], predict the reactants needed to synthesize it. The reactants are: [N+:1]([C:4]1[CH:5]=[C:6]([C:9]([O:11][CH2:12][CH3:13])=[O:10])[NH:7][CH:8]=1)([O-:3])=[O:2].S(Cl)([Cl:17])(=O)=O. (2) Given the product [CH2:1]([N:8]1[C:16]2[C:11](=[CH:12][C:13]([C:17]([OH:26])([C:22]([F:25])([F:24])[F:23])[C:18]([F:21])([F:20])[F:19])=[CH:14][CH:15]=2)[C:10]([Cl:34])=[C:35]1[Cl:37])[C:2]1[CH:7]=[CH:6][CH:5]=[CH:4][CH:3]=1, predict the reactants needed to synthesize it. The reactants are: [CH2:1]([N:8]1[C:16]2[C:11](=[CH:12][C:13]([C:17]([OH:26])([C:22]([F:25])([F:24])[F:23])[C:18]([F:21])([F:20])[F:19])=[CH:14][CH:15]=2)[CH:10]=C1)[C:2]1[CH:7]=[CH:6][CH:5]=[CH:4][CH:3]=1.C1C(=O)N([Cl:34])C(=O)C1.[CH2:35]([Cl:37])Cl. (3) Given the product [Cl:1][C:2]1[C:3]([F:19])=[C:4]([C:8]2[C:12]([CH3:13])=[C:11]([C:14]([OH:16])=[O:15])[O:10][N:9]=2)[CH:5]=[CH:6][CH:7]=1, predict the reactants needed to synthesize it. The reactants are: [Cl:1][C:2]1[C:3]([F:19])=[C:4]([C:8]2[C:12]([CH3:13])=[C:11]([C:14]([O:16]CC)=[O:15])[O:10][N:9]=2)[CH:5]=[CH:6][CH:7]=1.C(OCC)(=O)C#CC. (4) The reactants are: C[Al](C)C.[CH3:5][C:6]1[CH:7]=[CH:8][C:9]([NH2:12])=[N:10][CH:11]=1.[OH:13][C@@H:14]([CH2:19][O:20][C@H:21]([CH3:34])[CH2:22][O:23][Si:24]([CH:31]([CH3:33])[CH3:32])([CH:28]([CH3:30])[CH3:29])[CH:25]([CH3:27])[CH3:26])[C:15](OC)=[O:16]. Given the product [OH:13][C@@H:14]([CH2:19][O:20][C@H:21]([CH3:34])[CH2:22][O:23][Si:24]([CH:28]([CH3:30])[CH3:29])([CH:31]([CH3:33])[CH3:32])[CH:25]([CH3:26])[CH3:27])[C:15]([NH:12][C:9]1[CH:8]=[CH:7][C:6]([CH3:5])=[CH:11][N:10]=1)=[O:16], predict the reactants needed to synthesize it. (5) Given the product [Cl:11][C:12]1[CH:20]=[CH:19][C:15]([C:16]([O:18][C:2]2[CH:8]3[CH2:9][CH:5]([CH2:6][CH2:7]3)[C:4](=[O:10])[CH:3]=2)=[O:17])=[CH:14][CH:13]=1, predict the reactants needed to synthesize it. The reactants are: Cl[C:2]1[CH:8]2[CH2:9][CH:5]([CH2:6][CH2:7]2)[C:4](=[O:10])[CH:3]=1.[Cl:11][C:12]1[CH:20]=[CH:19][C:15]([C:16]([OH:18])=[O:17])=[CH:14][CH:13]=1.C(N(C(C)C)CC)(C)C.C1(C)C=CC=CC=1. (6) Given the product [CH:10]1([CH:5]2[CH2:4][CH2:3][CH2:2][N:8]3[N:9]=[C:31](/[CH:30]=[CH:29]/[C:19]4[CH:20]=[CH:21][C:22]([N:23]5[CH:27]=[C:26]([CH3:28])[N:25]=[CH:24]5)=[C:17]([O:16][CH3:15])[CH:18]=4)[N:35]=[C:6]23)[CH2:12][CH2:11]1, predict the reactants needed to synthesize it. The reactants are: Cl[CH2:2][CH2:3][CH2:4][CH:5]([CH:10]1[CH2:12][CH2:11]1)[C:6]([NH:8][NH2:9])=O.Cl.Cl.[CH3:15][O:16][C:17]1[CH:18]=[C:19](/[CH:29]=[CH:30]/[C:31](=[NH:35])OCC)[CH:20]=[CH:21][C:22]=1[N:23]1[CH:27]=[C:26]([CH3:28])[N:25]=[CH:24]1.C(OCC)(=O)C.O.